Dataset: Reaction yield outcomes from USPTO patents with 853,638 reactions. Task: Predict the reaction yield, written as a fraction of the theoretical maximum amount of product (1.0 means a 100% yield; for example, 0.34 means a 34% yield). (1) The reactants are Br[C:2]1[CH:7]=[CH:6][C:5]([S:8]([NH:11][C@H:12]([C:16]([O:18][CH3:19])=[O:17])[CH:13]([CH3:15])[CH3:14])(=[O:10])=[O:9])=[CH:4][CH:3]=1.[N+:20]([C:23]1[CH:28]=[CH:27][C:26](B(O)O)=[CH:25][CH:24]=1)([O-:22])=[O:21].C1(C)C=CC=CC=1.C(=O)(O)[O-].[Na+]. The catalyst is C(Cl)Cl.C(O)C. The product is [N+:20]([C:23]1[CH:28]=[CH:27][C:26]([C:2]2[CH:7]=[CH:6][C:5]([S:8]([NH:11][C@H:12]([C:16]([O:18][CH3:19])=[O:17])[CH:13]([CH3:15])[CH3:14])(=[O:10])=[O:9])=[CH:4][CH:3]=2)=[CH:25][CH:24]=1)([O-:22])=[O:21]. The yield is 0.420. (2) The catalyst is C(OCC)(=O)C.CCCCCC. The reactants are [OH:1][C:2]1[CH:7]=[C:6]([CH3:8])[C:5]([NH:9][CH:10]=[O:11])=[C:4]([CH3:12])[C:3]=1[CH3:13].Br[CH2:15][C:16]([CH3:24])=[CH:17][C:18]1[CH:23]=[CH:22][CH:21]=[CH:20][CH:19]=1. The product is [CH3:12][C:4]1[C:3]([CH3:13])=[C:2]([O:1][CH2:15][C:16]([CH3:24])=[CH:17][C:18]2[CH:23]=[CH:22][CH:21]=[CH:20][CH:19]=2)[CH:7]=[C:6]([CH3:8])[C:5]=1[NH:9][CH:10]=[O:11]. The yield is 0.410.